From a dataset of Cav3 T-type calcium channel HTS with 100,875 compounds. Binary Classification. Given a drug SMILES string, predict its activity (active/inactive) in a high-throughput screening assay against a specified biological target. (1) The compound is S(=O)(=O)(NC(C(C)C)C(OC)=O)c1ccc(NC(=O)C)cc1. The result is 0 (inactive). (2) The molecule is S=c1n(c(=O)c2c([nH]1)cc(C(=O)NCCCN1CCCC1=O)cc2)Cc1occc1. The result is 0 (inactive). (3) The drug is [O-]\[N+](C(C)(C)\C=N\O)=C/c1occc1. The result is 0 (inactive). (4) The molecule is SC=1N(C(NC(=O)C1C#N)c1cc(OC)c(OCC)cc1)c1ccc(cc1)C. The result is 0 (inactive). (5) The drug is O=C(Nc1cc2OCCOc2cc1)CN1CCC(n2nnc3c2ccc(c3)C)CC1. The result is 0 (inactive).